The task is: Predict the reactants needed to synthesize the given product.. This data is from Full USPTO retrosynthesis dataset with 1.9M reactions from patents (1976-2016). (1) The reactants are: [CH2:1]([O:3][C:4]([C:6]1([NH:9][S:10]([C:13]2[CH:14]=[C:15]([CH:25]=[CH:26][CH:27]=2)[C:16]([O:18]CC[Si](C)(C)C)=[O:17])(=[O:12])=[O:11])[CH2:8][CH2:7]1)=[O:5])[CH3:2].[CH:28](I)([CH3:30])[CH3:29].C(=O)([O-])[O-].[K+].[K+].CCCC[N+](CCCC)(CCCC)CCCC.[F-].Cl. Given the product [CH2:1]([O:3][C:4]([C:6]1([N:9]([CH:28]([CH3:30])[CH3:29])[S:10]([C:13]2[CH:14]=[C:15]([CH:25]=[CH:26][CH:27]=2)[C:16]([OH:18])=[O:17])(=[O:11])=[O:12])[CH2:7][CH2:8]1)=[O:5])[CH3:2], predict the reactants needed to synthesize it. (2) Given the product [OH:20][CH2:19][CH2:18][CH2:17][NH:16][C:9](=[O:10])[O:11][C:12]([CH3:13])([CH3:14])[CH3:15], predict the reactants needed to synthesize it. The reactants are: [C:9](O[C:9]([O:11][C:12]([CH3:15])([CH3:14])[CH3:13])=[O:10])([O:11][C:12]([CH3:15])([CH3:14])[CH3:13])=[O:10].[NH2:16][CH2:17][CH2:18][CH2:19][OH:20].[OH-].[Na+].